Dataset: Reaction yield outcomes from USPTO patents with 853,638 reactions. Task: Predict the reaction yield, written as a fraction of the theoretical maximum amount of product (1.0 means a 100% yield; for example, 0.34 means a 34% yield). (1) The reactants are Cl.[CH3:2][O:3][C:4]([C:6]1([NH2:12])[CH2:11][CH2:10][CH2:9][CH2:8][CH2:7]1)=[O:5].[CH3:13][O:14][C:15]1[CH:23]=[CH:22][C:18]([C:19](Cl)=[O:20])=[CH:17][CH:16]=1. No catalyst specified. The product is [CH3:2][O:3][C:4]([C:6]1([NH:12][C:19]([C:18]2[CH:22]=[CH:23][C:15]([O:14][CH3:13])=[CH:16][CH:17]=2)=[O:20])[CH2:7][CH2:8][CH2:9][CH2:10][CH2:11]1)=[O:5]. The yield is 0.710. (2) The reactants are [F:1][C:2]1[CH:3]=[C:4]([CH2:10][CH2:11][C:12]2[N:13]=[C:14]([NH:17][C:18](=[O:20])[CH3:19])[S:15][CH:16]=2)[CH:5]=[CH:6][C:7]=1[CH2:8]O.S(Cl)([Cl:23])=O. The catalyst is C(Cl)(Cl)Cl. The product is [Cl:23][CH2:8][C:7]1[CH:6]=[CH:5][C:4]([CH2:10][CH2:11][C:12]2[N:13]=[C:14]([NH:17][C:18](=[O:20])[CH3:19])[S:15][CH:16]=2)=[CH:3][C:2]=1[F:1]. The yield is 0.983. (3) The reactants are [CH2:1]([CH:3]([NH2:6])[CH2:4][CH3:5])[CH3:2].[Cl:7][C:8]1[N:9]=[C:10]([C:15]([NH:17][CH:18]2[CH2:23][CH2:22][N:21]([C:24]([O:26][C:27]([CH3:30])([CH3:29])[CH3:28])=[O:25])[CH2:20][C:19]2=O)=[O:16])[NH:11][C:12]=1[CH2:13][CH3:14].C([BH3-])#N.[Na+].C(O)(=O)C. The catalyst is O1CCCC1.CO. The product is [Cl:7][C:8]1[N:9]=[C:10]([C:15]([NH:17][C@@H:18]2[CH2:23][CH2:22][N:21]([C:24]([O:26][C:27]([CH3:30])([CH3:29])[CH3:28])=[O:25])[CH2:20][C@H:19]2[NH:6][CH:3]([CH2:4][CH3:5])[CH2:1][CH3:2])=[O:16])[NH:11][C:12]=1[CH2:13][CH3:14]. The yield is 0.0700. (4) The reactants are Br[C:2]1[CH:3]=[C:4]([NH:10][S:11]([C:14]2[CH:19]=[CH:18][CH:17]=[CH:16][CH:15]=2)(=[O:13])=[O:12])[C:5]([O:8][CH3:9])=[N:6][CH:7]=1.B1(B2OC(C)(C)C(C)(C)O2)OC(C)(C)C(C)(C)O1.I[C:39]1[S:43][C:42]([C:44]2[CH:45]=[C:46]3[C:50](=[CH:51][CH:52]=2)[C:49](=[O:53])[N:48]([CH3:54])[CH2:47]3)=[CH:41][CH:40]=1. No catalyst specified. The product is [CH3:9][O:8][C:5]1[C:4]([NH:10][S:11]([C:14]2[CH:19]=[CH:18][CH:17]=[CH:16][CH:15]=2)(=[O:13])=[O:12])=[CH:3][C:2]([C:39]2[S:43][C:42]([C:44]3[CH:45]=[C:46]4[C:50](=[CH:51][CH:52]=3)[C:49](=[O:53])[N:48]([CH3:54])[CH2:47]4)=[CH:41][CH:40]=2)=[CH:7][N:6]=1. The yield is 0.350. (5) The catalyst is CC(O)=O. The yield is 0.710. The reactants are [O:1]=[C:2]1[C:11]2[CH:10]=[CH:9][CH:8]=[C:7]3[NH:12][CH:13]([C:21]4[CH:28]=[CH:27][C:24]([CH:25]=O)=[CH:23][CH:22]=4)[CH:14]([C:15]4[CH:20]=[CH:19][CH:18]=[CH:17][CH:16]=4)[C:5]([C:6]=23)=[N:4][NH:3]1.C(Cl)Cl.[CH2:32]([N:34]1[CH2:39][CH2:38][NH:37][CH2:36][CH:35]1[CH3:40])[CH3:33].[BH4-].[Na+]. The product is [CH2:32]([N:34]1[CH2:39][CH2:38][N:37]([CH2:25][C:24]2[CH:23]=[CH:22][C:21]([CH:13]3[NH:12][C:7]4[C:6]5[C:5](=[N:4][NH:3][C:2](=[O:1])[C:11]=5[CH:10]=[CH:9][CH:8]=4)[CH:14]3[C:15]3[CH:20]=[CH:19][CH:18]=[CH:17][CH:16]=3)=[CH:28][CH:27]=2)[CH2:36][CH:35]1[CH3:40])[CH3:33].